From a dataset of Reaction yield outcomes from USPTO patents with 853,638 reactions. Predict the reaction yield, written as a fraction of the theoretical maximum amount of product (1.0 means a 100% yield; for example, 0.34 means a 34% yield). (1) The reactants are [C:1]([OH:7])(=[O:6])[CH2:2][C:3]([OH:5])=[O:4].S(=O)(=O)(O)O.[CH2:13]([CH:15]1CCC(=O)CC1)[CH3:14]. The catalyst is C(OC(=O)C)(=O)C. The product is [CH3:14][C:13]1([CH3:15])[O:7][C:1](=[O:6])[CH2:2][C:3](=[O:5])[O:4]1. The yield is 0.851. (2) The reactants are [CH3:1][NH:2][S:3]([C:6]1[CH:11]=[CH:10][C:9]([NH:12][C:13]([N:15]2[CH2:24][CH2:23][C:22]3[C:17](=[C:18]([N:27]4[CH2:32][CH2:31][N:30]([CH3:33])[CH2:29][CH2:28]4)[CH:19]=[CH:20][C:21]=3[O:25][CH3:26])[CH2:16]2)=[O:14])=[CH:8][CH:7]=1)(=[O:5])=[O:4].C(N(CC)CC)C.[C:41](Cl)(=[O:43])[CH3:42]. The catalyst is ClCCl. The product is [C:41]([N:2]([CH3:1])[S:3]([C:6]1[CH:11]=[CH:10][C:9]([NH:12][C:13]([N:15]2[CH2:24][CH2:23][C:22]3[C:17](=[C:18]([N:27]4[CH2:28][CH2:29][N:30]([CH3:33])[CH2:31][CH2:32]4)[CH:19]=[CH:20][C:21]=3[O:25][CH3:26])[CH2:16]2)=[O:14])=[CH:8][CH:7]=1)(=[O:5])=[O:4])(=[O:43])[CH3:42]. The yield is 0.730. (3) The reactants are [NH2:1][C:2]1[C:10]([CH3:11])=[C:9]([O:12][CH3:13])[CH:8]=[CH:7][C:3]=1[C:4]([NH2:6])=[O:5].[C:14](N)(=O)[C:15]1C=CC=C[CH:16]=1.C(Cl)(=O)C. No catalyst specified. The product is [CH3:13][O:12][C:9]1[C:10]([CH3:11])=[C:2]2[C:3]([C:4]([OH:5])=[N:6][C:14]([CH2:15][CH3:16])=[N:1]2)=[CH:7][CH:8]=1. The yield is 1.00.